This data is from Reaction yield outcomes from USPTO patents with 853,638 reactions. The task is: Predict the reaction yield, written as a fraction of the theoretical maximum amount of product (1.0 means a 100% yield; for example, 0.34 means a 34% yield). (1) The reactants are [Cl:1][C:2]1[CH:7]=[CH:6][CH:5]=[C:4]([Cl:8])[C:3]=1[C:9](=[O:13])[CH2:10][C:11]#[N:12].[C:14](OC(=O)C)(=O)C.C(OCC)(OCC)OCC.[CH3:31][CH2:32][CH2:33][CH:34]([NH2:38])[CH2:35][CH2:36][CH3:37]. The catalyst is O1CCCC1. The yield is 0.100. The product is [Cl:1][C:2]1[CH:7]=[CH:6][CH:5]=[C:4]([Cl:8])[C:3]=1[C:9](/[C:10](=[CH:14]/[NH:38][CH:34]([CH2:35][CH2:36][CH3:37])[CH2:33][CH2:32][CH3:31])/[C:11]#[N:12])=[O:13]. (2) The reactants are [F:1][C:2]([F:20])([F:19])[CH2:3][CH2:4][CH2:5][O:6][C:7]1[CH:12]=[CH:11][C:10]([N:13]2[CH2:18][CH2:17][NH:16][CH2:15][CH2:14]2)=[CH:9][CH:8]=1.C(N(CC)CC)C.[CH3:28][S:29](Cl)(=[O:31])=[O:30].O. The catalyst is C(Cl)Cl. The product is [CH3:28][S:29]([N:16]1[CH2:17][CH2:18][N:13]([C:10]2[CH:11]=[CH:12][C:7]([O:6][CH2:5][CH2:4][CH2:3][C:2]([F:1])([F:19])[F:20])=[CH:8][CH:9]=2)[CH2:14][CH2:15]1)(=[O:31])=[O:30]. The yield is 0.950. (3) The reactants are C([OH:5])(C)(C)C.[Br:6][C:7]1[CH:8]=[C:9]([C:14]2([CH:20]([C:22]3[CH:27]=[CH:26][C:25]([CH2:28][CH3:29])=[C:24]([O:30][Si:31]([C:44]([CH3:47])([CH3:46])[CH3:45])([C:38]4[CH:43]=[CH:42][CH:41]=[CH:40][CH:39]=4)[C:32]4[CH:37]=[CH:36][CH:35]=[CH:34][CH:33]=4)[CH:23]=3)[OH:21])SCCCS2)[CH:10]=[CH:11][C:12]=1[F:13].C(OI1(OC(=O)C)(OC(=O)C)C2C=CC=CC=2C(=O)O1)(=O)C.S([O-])([O-])(=O)=S.[Na+].[Na+]. The catalyst is ClCCl.C(=O)([O-])O.[Na+]. The product is [Br:6][C:7]1[CH:8]=[C:9]([C:14](=[O:5])[C:20]([C:22]2[CH:27]=[CH:26][C:25]([CH2:28][CH3:29])=[C:24]([O:30][Si:31]([C:44]([CH3:47])([CH3:46])[CH3:45])([C:38]3[CH:43]=[CH:42][CH:41]=[CH:40][CH:39]=3)[C:32]3[CH:33]=[CH:34][CH:35]=[CH:36][CH:37]=3)[CH:23]=2)=[O:21])[CH:10]=[CH:11][C:12]=1[F:13]. The yield is 0.670. (4) The reactants are [OH:1][CH2:2][CH2:3][CH2:4][CH2:5][C:6]1[S:10][C:9]([C:11]([O:13][CH2:14][CH3:15])=[O:12])=[N:8][N:7]=1.CCN(C(C)C)C(C)C.[CH3:25][S:26](Cl)(=[O:28])=[O:27]. The catalyst is C(Cl)Cl.O. The product is [CH3:25][S:26]([O:1][CH2:2][CH2:3][CH2:4][CH2:5][C:6]1[S:10][C:9]([C:11]([O:13][CH2:14][CH3:15])=[O:12])=[N:8][N:7]=1)(=[O:28])=[O:27]. The yield is 0.950.